This data is from Catalyst prediction with 721,799 reactions and 888 catalyst types from USPTO. The task is: Predict which catalyst facilitates the given reaction. (1) Reactant: [OH:1][C@H:2]1[CH2:6][CH2:5][C@H:4]([NH:7]C(=O)OCC2C=CC=CC=2)[C:3]1([CH3:19])[CH3:18]. Product: [NH2:7][C@H:4]1[CH2:5][CH2:6][C@H:2]([OH:1])[C:3]1([CH3:19])[CH3:18]. The catalyst class is: 43. (2) Product: [CH3:1][C@H:2]1[CH2:3][NH:4][CH2:5][CH2:6][N:7]1[C:22]([C:19]1[CH:20]=[N:21][C:16]([CH3:15])=[CH:17][CH:18]=1)=[O:24]. The catalyst class is: 3. Reactant: [CH3:1][C@@H:2]1[NH:7][CH2:6][CH2:5][N:4](C(OC(C)(C)C)=O)[CH2:3]1.[CH3:15][C:16]1[N:21]=[CH:20][C:19]([C:22]([OH:24])=O)=[CH:18][CH:17]=1.C1C=CC2N(O)N=NC=2C=1.O.CN(C(ON1N=NC2C=CC=CC1=2)=[N+](C)C)C.F[P-](F)(F)(F)(F)F.CCN(C(C)C)C(C)C. (3) Reactant: [NH2:1][C:2]1[N:3]=[CH:4][C:5]2[C:10]([CH:11]=1)=[CH:9][CH:8]=[CH:7][CH:6]=2.[Cl:12][C:13]1[N:21]=[CH:20][CH:19]=[CH:18][C:14]=1[C:15](Cl)=[O:16]. Product: [Cl:12][C:13]1[N:21]=[CH:20][CH:19]=[CH:18][C:14]=1[C:15]([NH:1][C:2]1[N:3]=[CH:4][C:5]2[C:10]([CH:11]=1)=[CH:9][CH:8]=[CH:7][CH:6]=2)=[O:16]. The catalyst class is: 7. (4) Reactant: Br[C:2]1[CH:3]=[C:4]([CH:23]=[CH:24][CH:25]=1)[CH2:5][O:6][C:7]1[CH:12]=[CH:11][C:10]([C:13]2([CH2:17][C:18]([O:20][CH2:21][CH3:22])=[O:19])[CH2:16][O:15][CH2:14]2)=[CH:9][CH:8]=1.[CH3:26][S:27][C:28]1[CH:33]=[CH:32][C:31](B(O)O)=[CH:30][CH:29]=1.C(=O)([O-])[O-].[K+].[K+]. Product: [CH3:26][S:27][C:28]1[CH:33]=[CH:32][C:31]([C:2]2[CH:25]=[CH:24][CH:23]=[C:4]([CH2:5][O:6][C:7]3[CH:8]=[CH:9][C:10]([C:13]4([CH2:17][C:18]([O:20][CH2:21][CH3:22])=[O:19])[CH2:14][O:15][CH2:16]4)=[CH:11][CH:12]=3)[CH:3]=2)=[CH:30][CH:29]=1. The catalyst class is: 38. (5) Reactant: [CH3:1][C:2]1[C:10]([S:11]([CH2:13][CH3:14])=[O:12])=[C:9]([S:15]([CH3:18])(=[O:17])=[O:16])[CH:8]=[CH:7][C:3]=1[C:4]([OH:6])=O.[OH:19][C:20]1[N:21]([CH3:25])[N:22]=[CH:23][CH:24]=1.N1C=CC=CC=1.S(Cl)(Cl)=O. Product: [CH2:13]([S:11]([C:10]1[C:2]([CH3:1])=[C:3]([C:4]([C:24]2[CH:23]=[N:22][N:21]([CH3:25])[C:20]=2[OH:19])=[O:6])[CH:7]=[CH:8][C:9]=1[S:15]([CH3:18])(=[O:17])=[O:16])=[O:12])[CH3:14]. The catalyst class is: 84. (6) Reactant: [CH3:1][O:2][C:3]1[CH:12]=[CH:11][C:6](/[CH:7]=[CH:8]/[CH2:9]Br)=[CH:5][CH:4]=1.[CH3:13][C:14]1[CH:15](/[CH:22]=[CH:23]/[CH:24]([OH:26])[CH3:25])[C:16]([CH3:21])([CH3:20])[CH2:17][CH2:18][CH:19]=1.[H-].[Na+]. Product: [CH3:1][O:2][C:3]1[CH:12]=[CH:11][C:6](/[CH:7]=[CH:8]/[CH2:9][O:26][CH:24](/[CH:23]=[CH:22]/[CH:15]2[C:16]([CH3:21])([CH3:20])[CH2:17][CH2:18][CH:19]=[C:14]2[CH3:13])[CH3:25])=[CH:5][CH:4]=1. The catalyst class is: 3. (7) The catalyst class is: 3. Product: [CH3:15][C:16]1[CH:17]=[C:18]2[C:22](=[CH:23][CH:24]=1)[NH:21][CH:20]=[C:19]2[C:25]1[C:26](=[O:27])[NH:14][C:12](=[O:13])[C:11]=1[C:9]1[CH:8]=[CH:7][CH:6]=[C:5]2[C:10]=1[N:2]([CH3:1])[CH:3]=[CH:4]2. Reactant: [CH3:1][N:2]1[C:10]2[C:5](=[CH:6][CH:7]=[CH:8][C:9]=2[CH2:11][C:12]([NH2:14])=[O:13])[CH:4]=[CH:3]1.[CH3:15][C:16]1[CH:17]=[C:18]2[C:22](=[CH:23][CH:24]=1)[NH:21][CH:20]=[C:19]2[C:25](=O)[C:26](OC)=[O:27].CC(C)([O-])C.[K+].C1COCC1.